From a dataset of Catalyst prediction with 721,799 reactions and 888 catalyst types from USPTO. Predict which catalyst facilitates the given reaction. (1) Reactant: [CH3:1][N:2]1[C:10]2[C@@:9]3([CH3:14])[C:11]([CH3:13])([CH3:12])[C@H:6]([CH2:7][CH2:8]3)[C:5]=2[C:4](=[O:15])[NH:3]1.[CH3:16][O:17][C:18]1[CH:19]=[C:20]([CH:23]=[CH:24][CH:25]=1)[CH2:21]Br. Product: [CH3:16][O:17][C:18]1[CH:19]=[C:20]([CH:23]=[CH:24][CH:25]=1)[CH2:21][N:3]1[C:4](=[O:15])[C:5]2[C@@H:6]3[C:11]([CH3:12])([CH3:13])[C@@:9]([CH3:14])([CH2:8][CH2:7]3)[C:10]=2[N:2]1[CH3:1]. The catalyst class is: 9. (2) The catalyst class is: 39. Product: [CH:1]1([N:6]2[CH2:12][C@:11]([CH2:14][CH3:15])([CH3:13])[C:10](=[O:16])[N:9]([CH3:17])[C:8]3[CH:18]=[N:19][C:20]([NH:22][C:23]4[CH:31]=[CH:30][C:26]([C:27]([NH:44][CH:43]5[CH2:39][CH2:37][N:36]([CH3:35])[CH2:40][CH2:42]5)=[O:28])=[CH:25][C:24]=4[O:32][CH3:33])=[N:21][C:7]2=3)[CH2:5][CH2:4][CH2:3][CH2:2]1. Reactant: [CH:1]1([N:6]2[CH2:12][C@:11]([CH2:14][CH3:15])([CH3:13])[C:10](=[O:16])[N:9]([CH3:17])[C:8]3[CH:18]=[N:19][C:20]([NH:22][C:23]4[CH:31]=[CH:30][C:26]([C:27](O)=[O:28])=[CH:25][C:24]=4[O:32][CH3:33])=[N:21][C:7]2=3)[CH2:5][CH2:4][CH2:3][CH2:2]1.C[CH2:35][N:36]([CH:40]([CH3:42])C)[CH:37]([CH3:39])C.[CH3:43][N:44](C(ON1N=NC2C=CC=NC1=2)=[N+](C)C)C.F[P-](F)(F)(F)(F)F. (3) Reactant: [CH2:1]([O:3][C:4](=[O:19])[CH:5]=[C:6]1[CH2:11][CH2:10][N:9]([C:12]([O:14][C:15]([CH3:18])([CH3:17])[CH3:16])=[O:13])[CH2:8][CH2:7]1)[CH3:2]. Product: [CH2:1]([O:3][C:4](=[O:19])[CH2:5][CH:6]1[CH2:11][CH2:10][N:9]([C:12]([O:14][C:15]([CH3:18])([CH3:17])[CH3:16])=[O:13])[CH2:8][CH2:7]1)[CH3:2]. The catalyst class is: 8. (4) Reactant: CO[C:3]([C:5]1[N:6]=[C:7]([C:23]#[N:24])[C:8]2[C:13]([C:14]=1[OH:15])=[CH:12][CH:11]=[C:10]([O:16][C:17]1[CH:22]=[CH:21][CH:20]=[CH:19][CH:18]=1)[CH:9]=2)=[O:4].[C:25]([O:29][C:30](=[O:40])[C:31]([CH2:38][NH2:39])([CH2:35][CH2:36][CH3:37])[CH2:32][CH2:33][CH3:34])([CH3:28])([CH3:27])[CH3:26]. Product: [C:25]([O:29][C:30](=[O:40])[C:31]([CH2:38][NH:39][C:3]([C:5]1[N:6]=[C:7]([C:23]#[N:24])[C:8]2[C:13]([C:14]=1[OH:15])=[CH:12][CH:11]=[C:10]([O:16][C:17]1[CH:18]=[CH:19][CH:20]=[CH:21][CH:22]=1)[CH:9]=2)=[O:4])([CH2:35][CH2:36][CH3:37])[CH2:32][CH2:33][CH3:34])([CH3:26])([CH3:28])[CH3:27]. The catalyst class is: 5.